Dataset: Forward reaction prediction with 1.9M reactions from USPTO patents (1976-2016). Task: Predict the product of the given reaction. (1) Given the reactants [CH2:1]([N:8]([CH2:21][C:22]1[CH:40]=[CH:39][C:25]([O:26][C:27]2[CH:32]=[CH:31][C:30]([CH2:33][CH2:34][CH2:35][C:36](O)=[O:37])=[CH:29][CH:28]=2)=[CH:24][CH:23]=1)[C:9]1[CH:14]=[CH:13][CH:12]=[C:11]([NH:15][S:16]([CH3:19])(=[O:18])=[O:17])[C:10]=1[CH3:20])[C:2]1[CH:7]=[CH:6][CH:5]=[CH:4][CH:3]=1.[NH2:41][C@H:42]([C:51]([O:53]C(C)(C)C)=[O:52])[CH2:43][C:44]1[CH:49]=[CH:48][C:47]([OH:50])=[CH:46][CH:45]=1, predict the reaction product. The product is: [CH2:1]([N:8]([CH2:21][C:22]1[CH:23]=[CH:24][C:25]([O:26][C:27]2[CH:28]=[CH:29][C:30]([CH2:33][CH2:34][CH2:35][C:36]([NH:41][C@H:42]([C:51]([OH:53])=[O:52])[CH2:43][C:44]3[CH:45]=[CH:46][C:47]([OH:50])=[CH:48][CH:49]=3)=[O:37])=[CH:31][CH:32]=2)=[CH:39][CH:40]=1)[C:9]1[CH:14]=[CH:13][CH:12]=[C:11]([NH:15][S:16]([CH3:19])(=[O:17])=[O:18])[C:10]=1[CH3:20])[C:2]1[CH:3]=[CH:4][CH:5]=[CH:6][CH:7]=1. (2) Given the reactants [Cl:1][C:2]1[CH:8]=[C:7]([O:9][C:10]2[C:19]3[C:14](=[CH:15][C:16]([O:22][CH3:23])=[C:17]([O:20][CH3:21])[CH:18]=3)[N:13]=[CH:12][N:11]=2)[CH:6]=[CH:5][C:3]=1[NH2:4].Cl[C:25](Cl)([O:27][C:28](=[O:34])OC(Cl)(Cl)Cl)Cl.[CH:36]1(CO)[CH2:41][CH2:40][CH2:39][CH2:38][CH2:37]1.C(=O)(O)[O-].[Na+], predict the reaction product. The product is: [Cl:1][C:2]1[CH:8]=[C:7]([O:9][C:10]2[C:19]3[C:14](=[CH:15][C:16]([O:22][CH3:23])=[C:17]([O:20][CH3:21])[CH:18]=3)[N:13]=[CH:12][N:11]=2)[CH:6]=[CH:5][C:3]=1[NH:4][C:28](=[O:34])[O:27][CH2:25][CH:36]1[CH2:41][CH2:40][CH2:39][CH2:38][CH2:37]1. (3) Given the reactants [OH:1][N:2]1[C:6](=[O:7])[CH2:5][CH2:4][C:3]1=[O:8].CCN=C=NCCCN(C)C.Cl.[CH3:21][O:22][CH2:23][CH2:24][O:25][CH2:26][CH2:27][O:28][CH2:29][CH2:30][O:31][CH2:32][CH2:33][CH2:34][C:35](O)=[O:36], predict the reaction product. The product is: [O:8]=[C:3]1[CH2:4][CH2:5][C:6](=[O:7])[N:2]1[O:1][C:35](=[O:36])[CH2:34][CH2:33][CH2:32][O:31][CH2:30][CH2:29][O:28][CH2:27][CH2:26][O:25][CH2:24][CH2:23][O:22][CH3:21]. (4) Given the reactants C([C:4]1[C:13]([O:14]C)=[CH:12]C=C2C=1C=CC=N2)C=C.CC[C@H]1[C@H]2C[C@H]([C@H](OC3C4C(=CC=CC=4)C(O[C@H]([C:62]4[CH:71]=[CH:70][N:69]=[C:68]5[C:63]=4[CH:64]=[C:65]([O:72][CH3:73])[CH:66]=[CH:67]5)[C@@H]4N5C[C@H](CC)[C@@H](CC5)C4)=NN=3)[C:62]3[CH:71]=[CH:70][N:69]=[C:68]4[C:63]=3[CH:64]=[C:65]([O:72][CH3:73])[CH:66]=[CH:67]4)N(CC2)C1.S([O-])([O-])=[O:75].[Na+].[Na+].[Cl-].[Na+], predict the reaction product. The product is: [CH3:73][O:72][C:65]1[C:64]([CH2:4][CH:13]([OH:14])[CH2:12][OH:75])=[C:63]2[C:68](=[CH:67][CH:66]=1)[N:69]=[CH:70][CH:71]=[CH:62]2. (5) Given the reactants [CH3:1][C:2]1[CH:7]=[CH:6][C:5]([S:8]([O:11][CH2:12][CH2:13][CH2:14][CH:15]2[CH2:19][C:18]3([CH2:23][CH2:22][CH2:21][CH2:20]3)[C:17](=[O:24])[O:16]2)(=[O:10])=[O:9])=[CH:4][CH:3]=1.[CH2:25](C1CC2(CCCCC2)C(=O)O1)CC=C.C(C1CC2(CCCC2)C(=O)O1)CC=C, predict the reaction product. The product is: [CH3:1][C:2]1[CH:3]=[CH:4][C:5]([S:8]([O:11][CH2:12][CH2:13][CH2:14][CH:15]2[CH2:19][C:18]3([CH2:23][CH2:22][CH2:21][CH2:25][CH2:20]3)[C:17](=[O:24])[O:16]2)(=[O:9])=[O:10])=[CH:6][CH:7]=1. (6) Given the reactants [CH:1]1[C:10]2[C:5](=[CH:6][CH:7]=[CH:8][CH:9]=2)[CH:4]=[CH:3][C:2]=1[CH2:11][CH:12]1[C:21]2[C:16](=[CH:17][C:18]([O:24][CH3:25])=[C:19]([O:22][CH3:23])[CH:20]=2)[CH2:15][CH2:14][NH:13]1.Br[CH2:27][C:28](Br)=[O:29].[NH2:31][C@H:32]1[C:40]2[C:35](=[CH:36][CH:37]=[CH:38][CH:39]=2)[CH2:34][C@H:33]1[OH:41], predict the reaction product. The product is: [CH:1]1[C:10]2[C:5](=[CH:6][CH:7]=[CH:8][CH:9]=2)[CH:4]=[CH:3][C:2]=1[CH2:11][CH:12]1[C:21]2[C:16](=[CH:17][C:18]([O:24][CH3:25])=[C:19]([O:22][CH3:23])[CH:20]=2)[CH2:15][CH2:14][N:13]1[CH2:27][C:28]([NH:31][C@H:32]1[C:40]2[C:35](=[CH:36][CH:37]=[CH:38][CH:39]=2)[CH2:34][C@H:33]1[OH:41])=[O:29].